This data is from Peptide-MHC class II binding affinity with 134,281 pairs from IEDB. The task is: Regression. Given a peptide amino acid sequence and an MHC pseudo amino acid sequence, predict their binding affinity value. This is MHC class II binding data. (1) The peptide sequence is KASNPNYLAILVKYV. The MHC is HLA-DPA10103-DPB10301 with pseudo-sequence HLA-DPA10103-DPB10301. The binding affinity (normalized) is 0.263. (2) The peptide sequence is TLEALDYKECEWPLT. The MHC is DRB1_1301 with pseudo-sequence DRB1_1301. The binding affinity (normalized) is 0. (3) The binding affinity (normalized) is 0.695. The peptide sequence is RERLVLTLGAAMVEI. The MHC is HLA-DQA10201-DQB10301 with pseudo-sequence HLA-DQA10201-DQB10301.